Dataset: Reaction yield outcomes from USPTO patents with 853,638 reactions. Task: Predict the reaction yield, written as a fraction of the theoretical maximum amount of product (1.0 means a 100% yield; for example, 0.34 means a 34% yield). (1) The reactants are [C:1]([O:5][C:6]([N:8]1[C@@H:12]([CH3:13])[C@H:11]([F:14])[CH2:10][C@H:9]1[C:15]([OH:17])=O)=[O:7])([CH3:4])([CH3:3])[CH3:2].CN(C(ON1N=NC2C=CC=NC1=2)=[N+](C)C)C.F[P-](F)(F)(F)(F)F.CCN(C(C)C)C(C)C.[Cl:51][C:52]1[N:57]=[C:56]([CH:58]2[CH2:60][CH2:59]2)[C:55]([I:61])=[C:54]([CH2:62][NH2:63])[CH:53]=1. The catalyst is CN(C)C=O.C(OCC)(=O)C. The product is [Cl:51][C:52]1[N:57]=[C:56]([CH:58]2[CH2:60][CH2:59]2)[C:55]([I:61])=[C:54]([CH2:62][NH:63][C:15]([C@H:9]2[N:8]([C:6]([O:5][C:1]([CH3:2])([CH3:3])[CH3:4])=[O:7])[C@@H:12]([CH3:13])[C@H:11]([F:14])[CH2:10]2)=[O:17])[CH:53]=1. The yield is 0.340. (2) The reactants are [CH3:1][C:2]1[N:3]=[C:4]([SH:15])[N:5]([C:8]2[CH:13]=[CH:12][C:11]([CH3:14])=[CH:10][CH:9]=2)[C:6]=1[CH3:7].[Br:16][C:17]1[CH:22]=[CH:21][CH:20]=[CH:19][C:18]=1[NH:23][C:24](=[O:27])[CH2:25]Cl.C(=O)([O-])[O-].[K+].[K+]. The catalyst is CN(C=O)C. The product is [Br:16][C:17]1[CH:22]=[CH:21][CH:20]=[CH:19][C:18]=1[NH:23][C:24](=[O:27])[CH2:25][S:15][C:4]1[N:5]([C:8]2[CH:13]=[CH:12][C:11]([CH3:14])=[CH:10][CH:9]=2)[C:6]([CH3:7])=[C:2]([CH3:1])[N:3]=1. The yield is 0.230. (3) The yield is 0.830. The product is [CH3:11][CH:10]1[C:3]2[C:2]([N:22]3[CH2:21][CH2:20][N:19]([C:12]([O:14][C:15]([CH3:18])([CH3:17])[CH3:16])=[O:13])[CH2:24][CH2:23]3)=[N:7][CH:6]=[N:5][C:4]=2[CH2:8][O:9]1. The catalyst is O.CCOC(C)=O. The reactants are Cl[C:2]1[C:3]2[CH:10]([CH3:11])[O:9][CH2:8][C:4]=2[N:5]=[CH:6][N:7]=1.[C:12]([N:19]1[CH2:24][CH2:23][NH:22][CH2:21][CH2:20]1)([O:14][C:15]([CH3:18])([CH3:17])[CH3:16])=[O:13].CN1C(=O)CCC1. (4) The reactants are [C:1]([O:5][C:6]([NH:8][CH:9]1[C:27](=[O:28])[N:26]2[CH:22]([CH2:23][CH:24]([O:29][C:30]3[C:39]4[C:34](=[CH:35][CH:36]=[CH:37][CH:38]=4)[CH:33]=[CH:32][N:31]=3)[CH2:25]2)[C:21](=[O:40])[NH:20][C:19]2([C:41](O)=[O:42])[CH:17]([CH2:18]2)[CH:16]=[CH:15][CH2:14][CH2:13][CH2:12][CH2:11][CH2:10]1)=[O:7])([CH3:4])([CH3:3])[CH3:2].[CH:44]1([S:47]([NH2:50])(=[O:49])=[O:48])[CH2:46][CH2:45]1. The catalyst is CO.C(Cl)Cl. The product is [C:1]([O:5][C:6](=[O:7])[NH:8][CH:9]1[C:27](=[O:28])[N:26]2[CH:22]([CH2:23][CH:24]([O:29][C:30]3[C:39]4[C:34](=[CH:35][CH:36]=[CH:37][CH:38]=4)[CH:33]=[CH:32][N:31]=3)[CH2:25]2)[C:21](=[O:40])[NH:20][C:19]2([C:41]([NH:50][S:47]([CH:44]3[CH2:46][CH2:45]3)(=[O:49])=[O:48])=[O:42])[CH:17]([CH2:18]2)[CH:16]=[CH:15][CH2:14][CH2:13][CH2:12][CH2:11][CH2:10]1)([CH3:2])([CH3:3])[CH3:4]. The yield is 0.530. (5) The reactants are Cl.[NH2:2][C@H:3]1[CH2:7][CH2:6][N:5]([CH3:8])[C:4]1=[O:9].C(N(CC)CC)C.O=C1CCC(=O)N1[C:24]1[C:32]2[C:27](=[CH:28][C:29]([C:42]([O-])=[O:43])=[C:30]([O:33][C:34]3[CH:39]=[CH:38][C:37]([F:40])=[CH:36][C:35]=3[F:41])[CH:31]=2)[N:26]([CH2:45][CH:46]([CH3:48])[CH3:47])[N:25]=1. The catalyst is ClCCl.C(OCC)(=O)C. The product is [F:41][C:35]1[CH:36]=[C:37]([F:40])[CH:38]=[CH:39][C:34]=1[O:33][C:30]1[CH:31]=[C:32]2[C:27](=[CH:28][C:29]=1[C:42]([NH:2][C@H:3]1[CH2:7][CH2:6][N:5]([CH3:8])[C:4]1=[O:9])=[O:43])[N:26]([CH2:45][CH:46]([CH3:48])[CH3:47])[N:25]=[CH:24]2. The yield is 0.580. (6) The reactants are [NH:1]1[C:9]2[C:4](=[N:5][CH:6]=[CH:7][C:8]=2[O:10][C:11]2[CH:16]=[CH:15][C:14]([NH2:17])=[CH:13][C:12]=2[F:18])[CH:3]=[CH:2]1.[C:19]1([CH2:25][C:26]([N:28]=[C:29]=[S:30])=[O:27])[CH:24]=[CH:23][CH:22]=[CH:21][CH:20]=1. The catalyst is C1COCC1. The product is [NH:1]1[C:9]2[C:4](=[N:5][CH:6]=[CH:7][C:8]=2[O:10][C:11]2[CH:16]=[CH:15][C:14]([NH:17][C:29]([NH:28][C:26](=[O:27])[CH2:25][C:19]3[CH:20]=[CH:21][CH:22]=[CH:23][CH:24]=3)=[S:30])=[CH:13][C:12]=2[F:18])[CH:3]=[CH:2]1. The yield is 0.400.